From a dataset of Forward reaction prediction with 1.9M reactions from USPTO patents (1976-2016). Predict the product of the given reaction. (1) Given the reactants [NH:1]1[C:5]2=[N:6][CH:7]=[C:8]([NH:10][C:11](=[O:20])[O:12][CH2:13][C:14]3[CH:19]=[CH:18][CH:17]=[CH:16][CH:15]=3)[CH:9]=[C:4]2[CH:3]=[CH:2]1.[Br:21]Br, predict the reaction product. The product is: [Br:21][C:3]1[C:4]2[C:5](=[N:6][CH:7]=[C:8]([NH:10][C:11](=[O:20])[O:12][CH2:13][C:14]3[CH:15]=[CH:16][CH:17]=[CH:18][CH:19]=3)[CH:9]=2)[NH:1][CH:2]=1. (2) Given the reactants C([N:8]1[CH2:14][CH:13]2[N:15]([CH2:16][CH:17]([OH:28])[CH2:18][O:19][C:20]3[CH:27]=[CH:26][C:23]([C:24]#[N:25])=[CH:22][CH:21]=3)[CH:10]([CH2:11][CH2:12]2)[CH2:9]1)C1C=CC=CC=1.Cl, predict the reaction product. The product is: [CH:13]12[N:15]([CH2:16][CH:17]([OH:28])[CH2:18][O:19][C:20]3[CH:21]=[CH:22][C:23]([C:24]#[N:25])=[CH:26][CH:27]=3)[CH:10]([CH2:11][CH2:12]1)[CH2:9][NH:8][CH2:14]2. (3) The product is: [Cl:1][C:2]1[CH:3]=[CH:4][C:5]([C:6]([N:8]2[CH2:14][C:13]3[CH:15]=[C:16]([CH2:40][C:39]([NH2:41])=[O:48])[CH:17]=[CH:18][C:12]=3[N:11]([CH2:22][C:23]3[CH:28]=[CH:27][C:26]([C:29]([N:31]4[CH2:35][CH:34]=[CH:33][CH2:32]4)=[O:30])=[CH:25][CH:24]=3)[C:10](=[O:36])[CH2:9]2)=[O:7])=[CH:37][CH:38]=1. Given the reactants [Cl:1][C:2]1[CH:38]=[CH:37][C:5]([C:6]([N:8]2[CH2:14][C:13]3[CH:15]=[C:16](C(O)=O)[CH:17]=[CH:18][C:12]=3[N:11]([CH2:22][C:23]3[CH:28]=[CH:27][C:26]([C:29]([N:31]4[CH2:35][CH:34]=[CH:33][CH2:32]4)=[O:30])=[CH:25][CH:24]=3)[C:10](=[O:36])[CH2:9]2)=[O:7])=[CH:4][CH:3]=1.[CH2:39]([N:41](CC)CC)[CH3:40].ClC(OCC)=[O:48].O.N, predict the reaction product. (4) Given the reactants [CH3:1][O:2][C:3]1[CH:10]=[C:9]([CH2:11][CH2:12][S:13][CH3:14])[C:8]([O:15][CH3:16])=[CH:7][C:4]=1[CH:5]=O.[N+:17]([CH2:20][CH3:21])([O-:19])=[O:18].C([O-])(=O)C.[NH4+], predict the reaction product. The product is: [CH3:16][O:15][C:8]1[CH:7]=[C:4]([CH:5]=[C:20]([N+:17]([O-:19])=[O:18])[CH3:21])[C:3]([O:2][CH3:1])=[CH:10][C:9]=1[CH2:11][CH2:12][S:13][CH3:14]. (5) Given the reactants [Br:1][C:2]1[CH:14]=[CH:13][C:12]2[C:11]3[C:6](=[CH:7][C:8]([Br:15])=[CH:9][CH:10]=3)[C:5]([C:17]3[CH:22]=[CH:21][CH:20]=[CH:19][CH:18]=3)(O)[C:4]=2[CH:3]=1.C(=O)([O-])[O-].[Na+].[Na+], predict the reaction product. The product is: [Br:1][C:2]1[CH:14]=[CH:13][C:12]2[C:11]3[C:6](=[CH:7][C:8]([Br:15])=[CH:9][CH:10]=3)[C:5]([C:2]3[CH:14]=[CH:13][CH:12]=[CH:4][CH:3]=3)([C:17]3[CH:22]=[CH:21][CH:20]=[CH:19][CH:18]=3)[C:4]=2[CH:3]=1. (6) Given the reactants Cl[C:2]1[CH:7]=[C:6]([C:8]2[C:9]([CH:29]3[CH2:31][CH2:30]3)=[N:10][C:11]([N:16]3[CH2:21][CH2:20][N:19]([C:22](=[O:27])[CH2:23][CH2:24][O:25][CH3:26])[C@H:18]([CH3:28])[CH2:17]3)=[C:12]([C:14]#[N:15])[CH:13]=2)[CH:5]=[C:4]([Cl:32])[N:3]=1.[C:33]([Cu])#[N:34], predict the reaction product. The product is: [Cl:32][C:4]1[N:3]=[C:2]([C:33]#[N:34])[CH:7]=[C:6]([C:8]2[C:9]([CH:29]3[CH2:31][CH2:30]3)=[N:10][C:11]([N:16]3[CH2:21][CH2:20][N:19]([C:22](=[O:27])[CH2:23][CH2:24][O:25][CH3:26])[C@H:18]([CH3:28])[CH2:17]3)=[C:12]([C:14]#[N:15])[CH:13]=2)[CH:5]=1. (7) Given the reactants [CH2:1]([O:8][C:9]1[C:10](=[O:36])[C:11]([C:32]([O:34]C)=[O:33])=[CH:12][N:13]([CH2:26][CH:27]([O:30][CH3:31])[O:28][CH3:29])[C:14]=1[C:15](=[O:25])[NH:16][CH2:17][C:18]1[CH:23]=[CH:22][CH:21]=[C:20]([Cl:24])[CH:19]=1)[C:2]1[CH:7]=[CH:6][CH:5]=[CH:4][CH:3]=1.CO.[OH-].[Li+], predict the reaction product. The product is: [CH2:1]([O:8][C:9]1[C:10](=[O:36])[C:11]([C:32]([OH:34])=[O:33])=[CH:12][N:13]([CH2:26][CH:27]([O:28][CH3:29])[O:30][CH3:31])[C:14]=1[C:15](=[O:25])[NH:16][CH2:17][C:18]1[CH:23]=[CH:22][CH:21]=[C:20]([Cl:24])[CH:19]=1)[C:2]1[CH:7]=[CH:6][CH:5]=[CH:4][CH:3]=1. (8) Given the reactants [NH2:1][C:2]1[CH:7]=[CH:6][C:5]([C:8]2[O:12][C:11]([NH:13][C:14]3[CH:19]=[CH:18][CH:17]=[C:16]([Cl:20])[CH:15]=3)=[N:10][N:9]=2)=[CH:4][C:3]=1[N+:21]([O-])=O, predict the reaction product. The product is: [Cl:20][C:16]1[CH:15]=[C:14]([NH:13][C:11]2[O:12][C:8]([C:5]3[CH:4]=[C:3]([NH2:21])[C:2]([NH2:1])=[CH:7][CH:6]=3)=[N:9][N:10]=2)[CH:19]=[CH:18][CH:17]=1. (9) Given the reactants [CH3:1][S:2](Cl)(=[O:4])=[O:3].[F:6][C:7]([F:34])([F:33])[C:8]1[N:12]2[N:13]=[C:14]([N:17]3[CH2:22][CH2:21][CH:20]([C:23]4[CH:32]=[CH:31][C:26]([O:27][CH2:28][CH2:29][OH:30])=[CH:25][CH:24]=4)[CH2:19][CH2:18]3)[CH:15]=[CH:16][C:11]2=[N:10][N:9]=1.C(N(CC)CC)C, predict the reaction product. The product is: [CH3:1][S:2]([O:30][CH2:29][CH2:28][O:27][C:26]1[CH:31]=[CH:32][C:23]([CH:20]2[CH2:21][CH2:22][N:17]([C:14]3[CH:15]=[CH:16][C:11]4[N:12]([C:8]([C:7]([F:6])([F:33])[F:34])=[N:9][N:10]=4)[N:13]=3)[CH2:18][CH2:19]2)=[CH:24][CH:25]=1)(=[O:4])=[O:3].